From a dataset of P-glycoprotein inhibition data for predicting drug efflux from Broccatelli et al.. Regression/Classification. Given a drug SMILES string, predict its absorption, distribution, metabolism, or excretion properties. Task type varies by dataset: regression for continuous measurements (e.g., permeability, clearance, half-life) or binary classification for categorical outcomes (e.g., BBB penetration, CYP inhibition). Dataset: pgp_broccatelli. (1) The drug is COc1ccc(CCN[C@@H](C)[C@@H](O)c2ccc(O)c(NS(C)(=O)=O)c2)cc1. The result is 0 (non-inhibitor). (2) The result is 0 (non-inhibitor). The molecule is CCSc1ccc2nc(NC(=O)OC)[nH]c2c1.